This data is from Catalyst prediction with 721,799 reactions and 888 catalyst types from USPTO. The task is: Predict which catalyst facilitates the given reaction. (1) Reactant: C(N(CC)CC)C.Cl[CH2:9][C:10]1[CH:15]=[CH:14][N:13]=[C:12]([N:16]([CH3:18])[CH3:17])[CH:11]=1.[C:19]([C:23]1[CH:28]=[CH:27][C:26]([NH:29][C:30](=[O:38])[C:31]2[CH:36]=[CH:35][CH:34]=[CH:33][C:32]=2[SH:37])=[CH:25][CH:24]=1)([CH3:22])([CH3:21])[CH3:20]. Product: [C:19]([C:23]1[CH:28]=[CH:27][C:26]([NH:29][C:30](=[O:38])[C:31]2[CH:36]=[CH:35][CH:34]=[CH:33][C:32]=2[S:37][CH2:9][C:10]2[CH:15]=[CH:14][N:13]=[C:12]([N:16]([CH3:18])[CH3:17])[CH:11]=2)=[CH:25][CH:24]=1)([CH3:22])([CH3:20])[CH3:21]. The catalyst class is: 42. (2) Reactant: [Li][CH3:2].[CH2:3]([O:5][C:6]([C:8]1[C:9]2[C:24](=[O:25])[CH:23]=[CH:22][CH2:21][CH2:20][C:10]=2[N:11]([C:13]([O:15][C:16]([CH3:19])([CH3:18])[CH3:17])=[O:14])[CH:12]=1)=[O:7])[CH3:4]. Product: [CH2:3]([O:5][C:6]([C:8]1[C:9]2[C:24](=[O:25])[CH2:23][CH:22]([CH3:2])[CH2:21][CH2:20][C:10]=2[N:11]([C:13]([O:15][C:16]([CH3:19])([CH3:17])[CH3:18])=[O:14])[CH:12]=1)=[O:7])[CH3:4]. The catalyst class is: 332. (3) Reactant: [C:1]([OH:4])(=[O:3])[CH3:2].C(N(CC)C(C)C)(C)C.Cl[CH2:15][C:16]([C:18]1[CH:19]=[N:20][C:21]2[C:26]([C:27]=1[Cl:28])=[N:25][C:24]([Cl:29])=[CH:23][CH:22]=2)=[O:17]. Product: [C:1]([O:4][CH2:15][C:16]([C:18]1[CH:19]=[N:20][C:21]2[C:26]([C:27]=1[Cl:28])=[N:25][C:24]([Cl:29])=[CH:23][CH:22]=2)=[O:17])(=[O:3])[CH3:2]. The catalyst class is: 21. (4) Reactant: [NH:1]1[CH2:4][CH:3]([N:5]2[C:9]3[CH:10]=[C:11]([F:14])[CH:12]=[CH:13][C:8]=3[N:7]=[C:6]2[C@@H:15]([NH:17][C:18]2[N:26]=[CH:25][N:24]=[C:23]3[C:19]=2[N:20]=[CH:21][NH:22]3)[CH3:16])[CH2:2]1.[CH3:27][N:28]1[CH2:33]C[O:31][CH2:30][CH2:29]1.CN(C(ON1N=NC2C=CC=NC1=2)=[N+](C)C)C.F[P-](F)(F)(F)(F)F. Product: [CH3:27][N:28]([CH3:33])[CH2:29][C:30]([N:1]1[CH2:2][CH:3]([N:5]2[C:9]3[CH:10]=[C:11]([F:14])[CH:12]=[CH:13][C:8]=3[N:7]=[C:6]2[CH:15]([NH:17][C:18]2[N:26]=[CH:25][N:24]=[C:23]3[C:19]=2[N:20]=[CH:21][NH:22]3)[CH3:16])[CH2:4]1)=[O:31]. The catalyst class is: 3. (5) Reactant: [N:1]([CH:4]1[CH:8]([CH3:9])[CH2:7][CH:6]([NH:10][S:11]([CH:14]2[CH2:16][CH2:15]2)(=[O:13])=[O:12])[CH2:5]1)=C=O.[Li+].[OH-]. Product: [NH2:1][CH:4]1[CH:8]([CH3:9])[CH2:7][CH:6]([NH:10][S:11]([CH:14]2[CH2:15][CH2:16]2)(=[O:13])=[O:12])[CH2:5]1. The catalyst class is: 1.